This data is from Full USPTO retrosynthesis dataset with 1.9M reactions from patents (1976-2016). The task is: Predict the reactants needed to synthesize the given product. (1) Given the product [CH2:1]([C:3]1[S:7]/[C:6](=[N:8]\[C:9](=[O:14])[C:10]([F:13])([F:12])[F:11])/[N:5]([CH2:16][C:17]2[C:26]3[C:21](=[CH:22][CH:23]=[CH:24][CH:25]=3)[CH:20]=[CH:19][CH:18]=2)[CH:4]=1)[CH3:2], predict the reactants needed to synthesize it. The reactants are: [CH2:1]([C:3]1[S:7][C:6]([NH:8][C:9](=[O:14])[C:10]([F:13])([F:12])[F:11])=[N:5][CH:4]=1)[CH3:2].Cl[CH2:16][C:17]1[C:26]2[C:21](=[CH:22][CH:23]=[CH:24][CH:25]=2)[CH:20]=[CH:19][CH:18]=1. (2) Given the product [F:26][C:20]1([C:23](=[O:25])[NH:31][C:27]([CH3:30])([CH3:29])[CH3:28])[CH2:19][CH2:18][N:17]([CH:13]2[CH2:14][CH2:15][CH2:16][N:10]([C:8]([O:7][CH2:5][CH3:6])=[O:9])[CH2:11][CH2:12]2)[CH2:22][CH2:21]1, predict the reactants needed to synthesize it. The reactants are: S(Cl)(Cl)=O.[CH2:5]([O:7][C:8]([N:10]1[CH2:16][CH2:15][CH2:14][CH:13]([N:17]2[CH2:22][CH2:21][C:20]([F:26])([C:23]([OH:25])=O)[CH2:19][CH2:18]2)[CH2:12][CH2:11]1)=[O:9])[CH3:6].[C:27]([NH2:31])([CH3:30])([CH3:29])[CH3:28].CCN(C(C)C)C(C)C. (3) Given the product [Cl:1][C:2]1[CH:3]=[CH:4][C:5]([CH:8]([C:21]2[CH:22]=[CH:23][CH:24]=[CH:25][CH:26]=2)[N:9]2[CH2:10][CH2:11][N:12]([CH2:15][C:16]([NH:27][NH2:28])=[O:18])[CH2:13][CH2:14]2)=[CH:6][CH:7]=1, predict the reactants needed to synthesize it. The reactants are: [Cl:1][C:2]1[CH:7]=[CH:6][C:5]([CH:8]([C:21]2[CH:26]=[CH:25][CH:24]=[CH:23][CH:22]=2)[N:9]2[CH2:14][CH2:13][N:12]([CH2:15][C:16]([O:18]CC)=O)[CH2:11][CH2:10]2)=[CH:4][CH:3]=1.[NH2:27][NH2:28]. (4) Given the product [CH3:16][C:17]1[S:21][C:20]([C:22]2[CH:23]=[CH:24][CH:25]=[CH:26][CH:27]=2)=[N:19][C:18]=1[CH2:28][CH2:29][O:1][C:2]1[CH:3]=[C:4]2[C:8](=[CH:9][CH:10]=1)[NH:7][C:6]([C:11]([O:13][CH2:14][CH3:15])=[O:12])=[CH:5]2, predict the reactants needed to synthesize it. The reactants are: [OH:1][C:2]1[CH:3]=[C:4]2[C:8](=[CH:9][CH:10]=1)[NH:7][C:6]([C:11]([O:13][CH2:14][CH3:15])=[O:12])=[CH:5]2.[CH3:16][C:17]1[S:21][C:20]([C:22]2[CH:27]=[CH:26][CH:25]=[CH:24][CH:23]=2)=[N:19][C:18]=1[CH2:28][CH2:29]O.C1(P(C2C=CC=CC=2)C2C=CC=CC=2)C=CC=CC=1.N(C(N1CCCCC1)=O)=NC(N1CCCCC1)=O. (5) Given the product [CH3:1][O:2][C:3]1[C:8]2[CH:9]([NH:12][C:13]3[O:14][CH2:15][C:16]4[CH:22]=[C:21]([NH:23][S:30]([N:24]5[CH2:29][CH2:28][CH2:27][CH2:26][CH2:25]5)(=[O:32])=[O:31])[CH:20]=[CH:19][C:17]=4[N:18]=3)[CH2:10][O:11][C:7]=2[CH:6]=[CH:5][CH:4]=1, predict the reactants needed to synthesize it. The reactants are: [CH3:1][O:2][C:3]1[C:8]2[CH:9]([NH:12][C:13]3[O:14][CH2:15][C:16]4[CH:22]=[C:21]([NH2:23])[CH:20]=[CH:19][C:17]=4[N:18]=3)[CH2:10][O:11][C:7]=2[CH:6]=[CH:5][CH:4]=1.[N:24]1([S:30](Cl)(=[O:32])=[O:31])[CH2:29][CH2:28][CH2:27][CH2:26][CH2:25]1. (6) Given the product [NH2:15][CH2:3][CH:2]([OH:1])[CH2:4][N:5]1[CH2:14][CH2:13][C:12]2[C:7](=[CH:8][CH:9]=[CH:10][CH:11]=2)[CH2:6]1, predict the reactants needed to synthesize it. The reactants are: [O:1]1[CH2:3][CH:2]1[CH2:4][N:5]1[CH2:14][CH2:13][C:12]2[C:7](=[CH:8][CH:9]=[CH:10][CH:11]=2)[CH2:6]1.[NH4+:15]. (7) Given the product [F:1][C:2]([F:22])([F:23])[C:3]1[CH:21]=[CH:20][C:6]([CH2:7][O:8][C:9]2[C:18]([CH3:19])=[CH:17][CH:16]=[CH:15][C:10]=2[C:11]([OH:13])=[O:12])=[CH:5][CH:4]=1, predict the reactants needed to synthesize it. The reactants are: [F:1][C:2]([F:23])([F:22])[C:3]1[CH:21]=[CH:20][C:6]([CH2:7][O:8][C:9]2[C:18]([CH3:19])=[CH:17][CH:16]=[CH:15][C:10]=2[C:11]([O:13]C)=[O:12])=[CH:5][CH:4]=1. (8) Given the product [O:28]1[C:27]2[CH:31]=[CH:32][C:24]([O:23][C:18]3[C:17]([C:15]([NH:14][CH2:13][C:10]4[CH:11]=[CH:12][C:7]([O:6][C@H:4]([CH3:5])[C:3]([OH:34])=[O:2])=[CH:8][C:9]=4[F:33])=[O:16])=[CH:22][CH:21]=[CH:20][N:19]=3)=[CH:25][C:26]=2[O:30][CH2:29]1, predict the reactants needed to synthesize it. The reactants are: C[O:2][C:3](=[O:34])[C@H:4]([O:6][C:7]1[CH:12]=[CH:11][C:10]([CH2:13][NH:14][C:15]([C:17]2[C:18]([O:23][C:24]3[CH:32]=[CH:31][C:27]4[O:28][CH2:29][O:30][C:26]=4[CH:25]=3)=[N:19][CH:20]=[CH:21][CH:22]=2)=[O:16])=[C:9]([F:33])[CH:8]=1)[CH3:5].[OH-].[Na+].CO.Cl.